From a dataset of Catalyst prediction with 721,799 reactions and 888 catalyst types from USPTO. Predict which catalyst facilitates the given reaction. (1) Reactant: [OH:1][C:2]1[CH:9]=[CH:8][C:5]([CH:6]=O)=[CH:4][CH:3]=1.[OH-].[Na+].[OH:12][C:13]1C=CC(CO)=C[CH:14]=1. Product: [OH:1][C:2]1[CH:9]=[CH:8][C:5]([CH:6]=[CH:14][CH2:13][OH:12])=[CH:4][CH:3]=1. The catalyst class is: 6. (2) Reactant: [CH3:1][NH2:2].[C:3]([C:5]1[CH:10]=[CH:9][C:8]([CH:11]2[C:20]3[C:19](=[O:21])[CH2:18][CH2:17][CH2:16][C:15]=3[N:14]([C:22]3[CH:27]=[CH:26][CH:25]=[C:24]([C:28]([F:31])([F:30])[F:29])[CH:23]=3)[C:13](=[O:32])[N:12]2[C:33](OC2C=CC([N+]([O-])=O)=CC=2)=[O:34])=[C:7]([S:45]([CH3:48])(=[O:47])=[O:46])[CH:6]=1)#[N:4]. Product: [C:3]([C:5]1[CH:10]=[CH:9][C:8]([CH:11]2[C:20]3[C:19](=[O:21])[CH2:18][CH2:17][CH2:16][C:15]=3[N:14]([C:22]3[CH:27]=[CH:26][CH:25]=[C:24]([C:28]([F:29])([F:31])[F:30])[CH:23]=3)[C:13](=[O:32])[N:12]2[C:33]([NH:2][CH3:1])=[O:34])=[C:7]([S:45]([CH3:48])(=[O:46])=[O:47])[CH:6]=1)#[N:4]. The catalyst class is: 10. (3) Reactant: Cl.[CH3:2][O:3][C:4](=[O:17])[CH2:5][NH:6][C:7]1[CH:16]=[CH:15][C:14]2[C:9](=[CH:10][CH:11]=[CH:12][CH:13]=2)[CH:8]=1.[F:18][C:19]([F:30])([F:29])[C:20](O[C:20](=[O:21])[C:19]([F:30])([F:29])[F:18])=[O:21].Cl. Product: [CH3:2][O:3][C:4](=[O:17])[CH2:5][N:6]([C:7]1[CH:16]=[CH:15][C:14]2[C:9](=[CH:10][CH:11]=[CH:12][CH:13]=2)[CH:8]=1)[C:20](=[O:21])[C:19]([F:30])([F:29])[F:18]. The catalyst class is: 884. (4) Reactant: Cl[CH2:2][O:3][CH2:4][CH2:5][Si:6]([CH3:9])([CH3:8])[CH3:7].[Br:10][C:11]1[CH:12]=[C:13]2[C:17](=[C:18]([CH3:20])[CH:19]=1)[NH:16][N:15]=[CH:14]2.CN(C1CCCCC1)C1CCCCC1. Product: [Br:10][C:11]1[CH:12]=[C:13]2[C:17](=[C:18]([CH3:20])[CH:19]=1)[N:16]([CH2:2][O:3][CH2:4][CH2:5][Si:6]([CH3:9])([CH3:8])[CH3:7])[N:15]=[CH:14]2. The catalyst class is: 1. (5) Reactant: F[C:2]1[C:7]([F:8])=[C:6]([F:9])[N:5]=[C:4]([C:10]([O:12][CH:13]([CH3:15])[CH3:14])=[O:11])[CH:3]=1.[OH-].[NH4+:17].O. Product: [NH2:17][C:2]1[C:7]([F:8])=[C:6]([F:9])[N:5]=[C:4]([C:10]([O:12][CH:13]([CH3:15])[CH3:14])=[O:11])[CH:3]=1. The catalyst class is: 37. (6) Reactant: [C:1]([C:3]1[CH:8]=[CH:7][C:6]([CH:9]2[C:14]([C:15]#[N:16])=[C:13]([CH3:17])[N:12]([C:18]3[CH:23]=[CH:22][CH:21]=[C:20]([C:24]([F:27])([F:26])[F:25])[CH:19]=3)[C:11](=S)[NH:10]2)=[CH:5][CH:4]=1)#[N:2].C([O:33]O)(C)(C)C.[OH2:35].[NH2:36][NH2:37]. Product: [F:25][C:24]([F:27])([F:26])[C:20]([OH:33])=[O:35].[C:1]([C:3]1[CH:8]=[CH:7][C:6]([CH:9]2[C:14]([C:15]#[N:16])=[C:13]([CH3:17])[N:12]([C:18]3[CH:23]=[CH:22][CH:21]=[C:20]([C:24]([F:27])([F:26])[F:25])[CH:19]=3)[C:11]([NH:36][NH2:37])=[N:10]2)=[CH:5][CH:4]=1)#[N:2]. The catalyst class is: 548. (7) Reactant: [Cl:1][C:2]1[CH:7]=[CH:6][C:5]([S:8]([O-:10])=[O:9])=[CH:4][CH:3]=1.[Na+].[CH2:12](Br)[C:13]1[CH:18]=[CH:17][CH:16]=[CH:15][CH:14]=1. Product: [Cl:1][C:2]1[CH:7]=[CH:6][C:5]([S:8]([CH2:12][C:13]2[CH:18]=[CH:17][CH:16]=[CH:15][CH:14]=2)(=[O:10])=[O:9])=[CH:4][CH:3]=1. The catalyst class is: 51.